This data is from Reaction yield outcomes from USPTO patents with 853,638 reactions. The task is: Predict the reaction yield, written as a fraction of the theoretical maximum amount of product (1.0 means a 100% yield; for example, 0.34 means a 34% yield). (1) The reactants are [N:1]1[C:10]2[C:5](=[CH:6][C:7]([CH2:11][N:12]3[C:16]4=[N:17][C:18]([C:21]5[CH:29]=[CH:28][C:24]([C:25]([OH:27])=O)=[CH:23][CH:22]=5)=[CH:19][CH:20]=[C:15]4[N:14]=[N:13]3)=[CH:8][CH:9]=2)[CH:4]=[CH:3][CH:2]=1.C1C=CC2N(O)N=NC=2C=1.CCN=C=NCCCN(C)C.Cl.C(N(CC)CC)C.[C:59]([N:66]1[CH2:71][CH2:70][CH:69]([NH2:72])[CH2:68][CH2:67]1)([O:61][C:62]([CH3:65])([CH3:64])[CH3:63])=[O:60]. The catalyst is CN(C=O)C.O. The product is [N:1]1[C:10]2[C:5](=[CH:6][C:7]([CH2:11][N:12]3[C:16]4=[N:17][C:18]([C:21]5[CH:22]=[CH:23][C:24]([C:25]([NH:72][CH:69]6[CH2:68][CH2:67][N:66]([C:59]([O:61][C:62]([CH3:65])([CH3:64])[CH3:63])=[O:60])[CH2:71][CH2:70]6)=[O:27])=[CH:28][CH:29]=5)=[CH:19][CH:20]=[C:15]4[N:14]=[N:13]3)=[CH:8][CH:9]=2)[CH:4]=[CH:3][CH:2]=1. The yield is 0.420. (2) The reactants are [Br:1][C:2]1[C:3]([CH2:8]Br)=[N:4][CH:5]=[CH:6][CH:7]=1.[C-:10]#[N:11].[Na+]. The catalyst is O1CCOCC1.O. The product is [Br:1][C:2]1[C:3]([CH2:8][C:10]#[N:11])=[N:4][CH:5]=[CH:6][CH:7]=1. The yield is 0.400. (3) The reactants are C([O:3][C:4]([C:6]1[N:7]=[C:8]([C:11]2[CH:16]=[CH:15][CH:14]=[CH:13][CH:12]=2)[O:9][CH:10]=1)=[O:5])C.[OH-].[Na+]. The catalyst is C1COCC1.CO.CCOC(C)=O. The product is [C:11]1([C:8]2[O:9][CH:10]=[C:6]([C:4]([OH:5])=[O:3])[N:7]=2)[CH:12]=[CH:13][CH:14]=[CH:15][CH:16]=1. The yield is 0.840. (4) The reactants are Br[CH:2]([C:6]1[CH:11]=[CH:10][C:9]([F:12])=[CH:8][CH:7]=1)[C:3]([OH:5])=[O:4].[F:13][C:14]1[CH:15]=[C:16]([CH:18]=[CH:19][CH:20]=1)[NH2:17]. The catalyst is C(#N)C.CCOC(C)=O. The product is [F:12][C:9]1[CH:10]=[CH:11][C:6]([CH:2]([NH:17][C:16]2[CH:18]=[CH:19][CH:20]=[C:14]([F:13])[CH:15]=2)[C:3]([OH:5])=[O:4])=[CH:7][CH:8]=1. The yield is 0.900. (5) The reactants are F[C:2]1[CH:3]=[C:4]2[C:9](=[CH:10][C:11]=1[N+:12]([O-:14])=[O:13])[NH:8][C:7](=[O:15])[N:6]([NH:16][S:17]([CH3:20])(=[O:19])=[O:18])[C:5]2=[O:21].[CH3:22][C:23]1[NH:24][CH:25]=[CH:26][N:27]=1. No catalyst specified. The product is [CH3:22][C:23]1[N:24]([C:2]2[CH:3]=[C:4]3[C:9](=[CH:10][C:11]=2[N+:12]([O-:14])=[O:13])[NH:8][C:7](=[O:15])[N:6]([NH:16][S:17]([CH3:20])(=[O:19])=[O:18])[C:5]3=[O:21])[CH:25]=[CH:26][N:27]=1. The yield is 0.490. (6) The reactants are [Cl:1][C:2]1[CH:11]=[C:10]([I:12])[CH:9]=[C:8]([F:13])[C:3]=1[C:4]([O:6]C)=[O:5].[Li+].[I-]. The catalyst is N1C=CC=CC=1. The product is [Cl:1][C:2]1[CH:11]=[C:10]([I:12])[CH:9]=[C:8]([F:13])[C:3]=1[C:4]([OH:6])=[O:5]. The yield is 1.00. (7) The reactants are [CH3:1][O:2][C:3](=[O:9])[CH2:4][C:5]([O:7][CH3:8])=[O:6].Br[CH2:11][CH2:12][CH2:13][CH2:14]Br.C([O-])([O-])=O.[K+].[K+].F[B-](F)(F)F.C([N+]1C=CN(C)C=1)CCC. The catalyst is CN(C=O)C.O. The product is [CH3:1][O:2][C:3]([C:4]1([C:5]([O:7][CH3:8])=[O:6])[CH2:14][CH2:13][CH2:12][CH2:11]1)=[O:9]. The yield is 0.820.